This data is from Full USPTO retrosynthesis dataset with 1.9M reactions from patents (1976-2016). The task is: Predict the reactants needed to synthesize the given product. Given the product [C:1]1([CH:7]([C:20]2[CH:25]=[CH:24][CH:23]=[CH:22][CH:21]=2)[CH2:8][CH2:9][NH:10][C:11](=[O:19])[C:12]2[CH:17]=[CH:16][CH:15]=[N:14][C:13]=2[NH:30][CH2:29][CH2:28][O:27][CH3:26])[CH:6]=[CH:5][CH:4]=[CH:3][CH:2]=1, predict the reactants needed to synthesize it. The reactants are: [C:1]1([CH:7]([C:20]2[CH:25]=[CH:24][CH:23]=[CH:22][CH:21]=2)[CH2:8][CH2:9][NH:10][C:11](=[O:19])[C:12]2[CH:17]=[CH:16][CH:15]=[N:14][C:13]=2F)[CH:6]=[CH:5][CH:4]=[CH:3][CH:2]=1.[CH3:26][O:27][CH2:28][CH2:29][NH2:30].